From a dataset of Reaction yield outcomes from USPTO patents with 853,638 reactions. Predict the reaction yield, written as a fraction of the theoretical maximum amount of product (1.0 means a 100% yield; for example, 0.34 means a 34% yield). (1) The yield is 0.480. The catalyst is CO. The reactants are [NH:1]1[CH:5]=[C:4]([C:6]2[CH:11]=[C:10]([C:12]([O:14]C)=[O:13])[CH:9]=[CH:8][N:7]=2)[N:3]=[CH:2]1.[F:16][C:17]1[CH:25]=[CH:24][C:20]([CH2:21][CH2:22]Br)=[CH:19][CH:18]=1.[OH-].[Na+]. The product is [F:16][C:17]1[CH:25]=[CH:24][C:20]([CH2:21][CH2:22][N:1]2[CH:5]=[C:4]([C:6]3[CH:11]=[C:10]([C:12]([OH:14])=[O:13])[CH:9]=[CH:8][N:7]=3)[N:3]=[CH:2]2)=[CH:19][CH:18]=1. (2) The reactants are [CH2:1]([O:8][C:9]1([C:12]2[CH:17]=[CH:16][C:15]([C:18]#[C:19][C:20]3[CH:30]=[CH:29][C:23]([C:24]([O:26]CC)=[O:25])=[CH:22][CH:21]=3)=[CH:14][C:13]=2[CH3:31])[CH2:11][CH2:10]1)[C:2]1[CH:7]=[CH:6][CH:5]=[CH:4][CH:3]=1.[OH-].[Na+]. The catalyst is C(O)C.O1CCCC1. The product is [CH2:1]([O:8][C:9]1([C:12]2[CH:17]=[CH:16][C:15]([C:18]#[C:19][C:20]3[CH:21]=[CH:22][C:23]([C:24]([OH:26])=[O:25])=[CH:29][CH:30]=3)=[CH:14][C:13]=2[CH3:31])[CH2:11][CH2:10]1)[C:2]1[CH:7]=[CH:6][CH:5]=[CH:4][CH:3]=1. The yield is 0.760.